Dataset: NCI-60 drug combinations with 297,098 pairs across 59 cell lines. Task: Regression. Given two drug SMILES strings and cell line genomic features, predict the synergy score measuring deviation from expected non-interaction effect. (1) Drug 1: CC12CCC(CC1=CCC3C2CCC4(C3CC=C4C5=CN=CC=C5)C)O. Drug 2: C1C(C(OC1N2C=NC3=C2NC=NCC3O)CO)O. Cell line: LOX IMVI. Synergy scores: CSS=63.2, Synergy_ZIP=24.1, Synergy_Bliss=23.0, Synergy_Loewe=18.0, Synergy_HSA=26.5. (2) Drug 1: C1=NC2=C(N=C(N=C2N1C3C(C(C(O3)CO)O)O)F)N. Drug 2: C1CNP(=O)(OC1)N(CCCl)CCCl. Cell line: LOX IMVI. Synergy scores: CSS=-3.83, Synergy_ZIP=2.51, Synergy_Bliss=-2.02, Synergy_Loewe=-3.82, Synergy_HSA=-5.43.